From a dataset of Forward reaction prediction with 1.9M reactions from USPTO patents (1976-2016). Predict the product of the given reaction. (1) Given the reactants C1(C)C=C(C)C=C(C)C=1S(O[NH2:13])(=O)=O.[Br:15][C:16]1[CH:21]=[N:20][C:19]([C:22]#[C:23][Si:24]([CH3:27])([CH3:26])[CH3:25])=[CH:18][N:17]=1.C([O-])([O-])=O.[K+].[K+].NN1C=CN=CC1, predict the reaction product. The product is: [Br:15][C:16]1[N:17]=[CH:18][C:19]2[N:20]([N:13]=[C:23]([Si:24]([CH3:26])([CH3:25])[CH3:27])[CH:22]=2)[CH:21]=1. (2) Given the reactants [CH3:1][O:2][C:3]1[CH:8]=[C:7]([N:9]2[CH2:14][CH2:13][N:12]([CH3:15])[CH2:11][CH2:10]2)[C:6]([N+:16]([O-])=O)=[CH:5][C:4]=1[NH:19][C:20]1[N:25]=[C:24]([C:26]2[C:34]3[C:29](=[CH:30][CH:31]=[CH:32][CH:33]=3)[N:28]([CH3:35])[CH:27]=2)[CH:23]=[CH:22][N:21]=1.[NH4+].[Cl-], predict the reaction product. The product is: [CH3:1][O:2][C:3]1[CH:8]=[C:7]([N:9]2[CH2:14][CH2:13][N:12]([CH3:15])[CH2:11][CH2:10]2)[C:6]([NH2:16])=[CH:5][C:4]=1[NH:19][C:20]1[N:25]=[C:24]([C:26]2[C:34]3[C:29](=[CH:30][CH:31]=[CH:32][CH:33]=3)[N:28]([CH3:35])[CH:27]=2)[CH:23]=[CH:22][N:21]=1.